Dataset: Forward reaction prediction with 1.9M reactions from USPTO patents (1976-2016). Task: Predict the product of the given reaction. (1) Given the reactants C[Al](C)C.[CH3:5][O:6][CH2:7][O:8][CH2:9][C:10]1[CH:11]=[C:12]([CH:16]2[O:18][CH:17]2[CH2:19][CH2:20][C:21]#[N:22])[CH:13]=[CH:14][CH:15]=1.C[Si](C)(C)N[Si](C)(C)C.[Li].[Cl-].[NH4+], predict the reaction product. The product is: [OH:18][CH:16]([C:12]1[CH:13]=[CH:14][CH:15]=[C:10]([CH2:9][O:8][CH2:7][O:6][CH3:5])[CH:11]=1)[CH:17]1[CH2:19][CH:20]1[C:21]#[N:22]. (2) Given the reactants [C:1]([Si:5]([CH3:24])([CH3:23])[O:6][C@H:7]1[C@H:11]2[O:12][CH2:13][C@@H:14](OS(C(F)(F)F)(=O)=O)[C@H:10]2[O:9][CH2:8]1)([CH3:4])([CH3:3])[CH3:2].[Cl-].[NH4+].[C:27](#[N:29])C, predict the reaction product. The product is: [C:1]([Si:5]([CH3:23])([CH3:24])[O:6][C@H:7]1[C@H:11]2[O:12][CH2:13][C@H:14]([C:27]#[N:29])[C@H:10]2[O:9][CH2:8]1)([CH3:2])([CH3:3])[CH3:4].